This data is from Reaction yield outcomes from USPTO patents with 853,638 reactions. The task is: Predict the reaction yield, written as a fraction of the theoretical maximum amount of product (1.0 means a 100% yield; for example, 0.34 means a 34% yield). (1) The reactants are [OH:1][C:2]1[CH:16]=[CH:15][C:5]([CH2:6][NH:7][C:8](=[O:14])[O:9][C:10]([CH3:13])([CH3:12])[CH3:11])=[CH:4][CH:3]=1.[CH2:17]([O:19][C:20](=[O:23])[CH2:21]Br)[CH3:18].C([O-])([O-])=O.[K+].[K+]. The catalyst is CC(C)=O. The product is [C:10]([O:9][C:8]([NH:7][CH2:6][C:5]1[CH:15]=[CH:16][C:2]([O:1][CH2:21][C:20]([O:19][CH2:17][CH3:18])=[O:23])=[CH:3][CH:4]=1)=[O:14])([CH3:12])([CH3:13])[CH3:11]. The yield is 0.770. (2) The reactants are [C:1]([C:3]1[CH:4]=[C:5]([CH:8]=[CH:9][CH:10]=1)C#N)#[N:2].C1([Mg]Br)CC1.[O:16]1[CH2:20][CH2:19][CH2:18][CH2:17]1. No catalyst specified. The product is [CH:19]1([CH:20]([OH:16])[C:9]2[CH:10]=[C:3]([CH:4]=[CH:5][CH:8]=2)[C:1]#[N:2])[CH2:17][CH2:18]1. The yield is 0.600. (3) The reactants are [CH:1](=[N:8]/[OH:9])\[C:2]1[CH:7]=[CH:6][CH:5]=[CH:4][CH:3]=1.[Cl:10]N1C(=O)CCC1=O. The catalyst is CN(C)C=O.O. The product is [OH:9]/[N:8]=[C:1](\[Cl:10])/[C:2]1[CH:7]=[CH:6][CH:5]=[CH:4][CH:3]=1. The yield is 0.980. (4) The reactants are [OH:1][CH:2]([CH2:8][C:9]([O:11][CH3:12])=[O:10])[CH2:3][C:4]([O:6][CH3:7])=[O:5].I[CH3:14]. The catalyst is CN(C=O)C. The product is [CH3:14][O:1][CH:2]([CH2:3][C:4]([O:6][CH3:7])=[O:5])[CH2:8][C:9]([O:11][CH3:12])=[O:10]. The yield is 0.820. (5) The reactants are Br[CH2:2][C:3]1[CH:4]=[C:5]([CH:37]=[CH:38][CH:39]=1)[C:6]([NH:8][C:9]1[CH:14]=[CH:13][C:12]([N:15]2[CH2:20][CH2:19][CH2:18][CH2:17][CH2:16]2)=[CH:11][C:10]=1[C:21]([NH:23]/[N:24]=[CH:25]/[C:26]1[CH:31]=[CH:30][C:29]([Cl:32])=[C:28]([C:33]([F:36])([F:35])[F:34])[CH:27]=1)=[O:22])=[O:7].C(=O)([O-])[O-].[K+].[K+].[I-].[K+].[SH:48][CH2:49][CH2:50][C:51]([NH:53][CH2:54][C:55]([O:57][CH2:58][CH3:59])=[O:56])=[O:52]. The catalyst is CC(C)=O. The product is [Cl:32][C:29]1[CH:30]=[CH:31][C:26](/[CH:25]=[N:24]/[NH:23][C:21]([C:10]2[CH:11]=[C:12]([N:15]3[CH2:20][CH2:19][CH2:18][CH2:17][CH2:16]3)[CH:13]=[CH:14][C:9]=2[NH:8][C:6]([C:5]2[CH:4]=[C:3]([CH:39]=[CH:38][CH:37]=2)[CH2:2][S:48][CH2:49][CH2:50][C:51]([NH:53][CH2:54][C:55]([O:57][CH2:58][CH3:59])=[O:56])=[O:52])=[O:7])=[O:22])=[CH:27][C:28]=1[C:33]([F:34])([F:36])[F:35]. The yield is 0.850. (6) The yield is 0.840. The catalyst is S(=O)(=O)(O)O.CCOC(C)=O. The product is [OH:1][C:2]1[CH:3]=[C:4]([CH:8]([CH2:13][CH:14]=[CH2:15])[CH2:9][C:10]([O:12][CH3:16])=[O:11])[CH:5]=[CH:6][CH:7]=1. The reactants are [OH:1][C:2]1[CH:3]=[C:4]([CH:8]([CH2:13][CH:14]=[CH2:15])[CH2:9][C:10]([OH:12])=[O:11])[CH:5]=[CH:6][CH:7]=1.[CH3:16]O.